This data is from Full USPTO retrosynthesis dataset with 1.9M reactions from patents (1976-2016). The task is: Predict the reactants needed to synthesize the given product. (1) Given the product [NH2:10][C:5]1[CH:6]=[N:7][CH:8]=[CH:9][C:4]=1[C:3]([NH:2][CH3:1])=[O:13], predict the reactants needed to synthesize it. The reactants are: [CH3:1][NH:2][C:3](=[O:13])[C:4]1[CH:9]=[CH:8][N:7]=[CH:6][C:5]=1[N+:10]([O-])=O.[H][H]. (2) Given the product [O:14]1[CH2:15][CH2:16][CH:12]([O:11][CH2:10][CH2:9][O:8][C:7]2[CH:6]=[CH:5][C:4]([NH2:1])=[CH:18][CH:17]=2)[CH2:13]1, predict the reactants needed to synthesize it. The reactants are: [N+:1]([C:4]1[CH:18]=[CH:17][C:7]([O:8][CH2:9][CH2:10][O:11][CH:12]2[CH2:16][CH2:15][O:14][CH2:13]2)=[CH:6][CH:5]=1)([O-])=O.CO. (3) Given the product [CH3:18][CH:17]([O:8][C:5]1[CH:6]=[CH:7][C:2]([Br:1])=[CH:3][C:4]=1[Cl:9])[CH3:19], predict the reactants needed to synthesize it. The reactants are: [Br:1][C:2]1[CH:7]=[CH:6][C:5]([OH:8])=[C:4]([Cl:9])[CH:3]=1.C([O-])([O-])=O.[K+].[K+].Br[CH:17]([CH3:19])[CH3:18]. (4) The reactants are: CO[CH2:3][N:4]([CH2:10][C:11]1[CH:16]=[CH:15][CH:14]=[CH:13][CH:12]=1)[CH2:5][Si](C)(C)C.[O:17]=[C:18]([CH3:29])/[CH:19]=[CH:20]/[C:21]1[CH:28]=[CH:27][C:24]([C:25]#[N:26])=[CH:23][CH:22]=1.FC(F)(F)C(O)=O. Given the product [C:18]([CH:19]1[CH2:3][N:4]([CH2:10][C:11]2[CH:12]=[CH:13][CH:14]=[CH:15][CH:16]=2)[CH2:5][CH:20]1[C:21]1[CH:22]=[CH:23][C:24]([C:25]#[N:26])=[CH:27][CH:28]=1)(=[O:17])[CH3:29], predict the reactants needed to synthesize it. (5) Given the product [Br-:23].[OH:10][C:9]([C:17]1[CH:22]=[CH:21][CH:20]=[CH:19][CH:18]=1)([C:11]1[CH:12]=[CH:13][CH:14]=[CH:15][CH:16]=1)[C:4]12[CH2:5][CH2:6][N+:1]([CH2:24][CH2:25][CH2:26][O:27][C:28]3[CH:33]=[CH:32][CH:31]=[CH:30][C:29]=3[OH:34])([CH2:2][CH2:3]1)[CH2:8][CH2:7]2, predict the reactants needed to synthesize it. The reactants are: [N:1]12[CH2:8][CH2:7][C:4]([C:9]([C:17]3[CH:22]=[CH:21][CH:20]=[CH:19][CH:18]=3)([C:11]3[CH:16]=[CH:15][CH:14]=[CH:13][CH:12]=3)[OH:10])([CH2:5][CH2:6]1)[CH2:3][CH2:2]2.[Br:23][CH2:24][CH2:25][CH2:26][O:27][C:28]1[CH:33]=[CH:32][CH:31]=[CH:30][C:29]=1[OH:34]. (6) Given the product [F:36][C:31]1[CH:32]=[CH:33][CH:34]=[C:35]2[C:30]=1[C:29]([C:37]([NH:38][C@H:39]1[CH2:44][CH2:43][CH2:42][CH2:41][C@@H:40]1[OH:45])=[O:46])=[CH:28][N:27]2[CH2:26][C:25]1[CH:24]=[CH:23][C:18]([C:19](=[O:20])[NH:3][CH3:2])=[CH:17][C:16]=1[F:15], predict the reactants needed to synthesize it. The reactants are: Cl.[CH3:2][NH2:3].C[Al](C)C.C1(C)C=CC=CC=1.[F:15][C:16]1[CH:17]=[C:18]([CH:23]=[CH:24][C:25]=1[CH2:26][N:27]1[C:35]2[C:30](=[C:31]([F:36])[CH:32]=[CH:33][CH:34]=2)[C:29]([C:37](=[O:46])[NH:38][C@H:39]2[CH2:44][CH2:43][CH2:42][CH2:41][C@@H:40]2[OH:45])=[CH:28]1)[C:19](OC)=[O:20].[O-]S([O-])(=O)=O.[Mg+2]. (7) Given the product [ClH:35].[NH2:7][CH:8]([C:28](=[O:32])[N:29]([CH3:30])[CH3:31])[C:9]1[CH:10]=[CH:11][C:12]([O:15][C:16]2[CH:17]=[CH:18][C:19]([CH2:22][CH2:23][C:24]([NH:25][OH:26])=[O:27])=[CH:20][CH:21]=2)=[CH:13][CH:14]=1, predict the reactants needed to synthesize it. The reactants are: C(OC(=O)[NH:7][CH:8]([C:28](=[O:32])[N:29]([CH3:31])[CH3:30])[C:9]1[CH:14]=[CH:13][C:12]([O:15][C:16]2[CH:21]=[CH:20][C:19]([CH2:22][CH2:23][C:24](=[O:27])[NH:25][OH:26])=[CH:18][CH:17]=2)=[CH:11][CH:10]=1)(C)(C)C.C(Cl)[Cl:35].